From a dataset of Full USPTO retrosynthesis dataset with 1.9M reactions from patents (1976-2016). Predict the reactants needed to synthesize the given product. (1) Given the product [CH:19]1[CH:20]=[CH:21][C:16](/[CH:15]=[CH:7]/[C:6]([C:9]2[N:10]=[CH:11][CH:12]=[CH:13][CH:14]=2)=[O:8])=[CH:17][CH:18]=1, predict the reactants needed to synthesize it. The reactants are: [OH-].[Na+].C(O)C.[C:6]([C:9]1[CH:14]=[CH:13][CH:12]=[CH:11][N:10]=1)(=[O:8])[CH3:7].[CH:15](=O)[C:16]1[CH:21]=[CH:20][CH:19]=[CH:18][CH:17]=1. (2) Given the product [C:14]([C:12]1[CH:13]=[C:5]([C:3]([OH:4])=[O:2])[C:6]2[CH:7]=[N:8][N:9]([C:16]3[CH:17]=[CH:18][C:19]([F:22])=[CH:20][CH:21]=3)[C:10]=2[CH:11]=1)#[N:15], predict the reactants needed to synthesize it. The reactants are: C[O:2][C:3]([C:5]1[C:6]2[CH:7]=[N:8][N:9]([C:16]3[CH:21]=[CH:20][C:19]([F:22])=[CH:18][CH:17]=3)[C:10]=2[CH:11]=[C:12]([C:14]#[N:15])[CH:13]=1)=[O:4].[OH-].[Na+].Cl. (3) Given the product [C:1]([O:4][C@H:5]1[C@@H:9]([O:10][C:11](=[O:13])[CH3:12])[C@H:8]([N:14]2[CH:22]=[N:21][C:20]3[C:15]2=[N:16][C:17]([Cl:34])=[N:18][C:19]=3[NH:23][CH2:24][CH2:25][NH2:26])[O:7][C@@H:6]1[CH2:35][S:36][CH2:37][CH2:38][CH:39]([NH:44][C:45]([O:47][CH2:48][CH:49]1[C:61]2[CH:60]=[CH:59][CH:58]=[CH:57][C:56]=2[C:55]2[C:50]1=[CH:51][CH:52]=[CH:53][CH:54]=2)=[O:46])[C:40]([O:42][CH3:43])=[O:41])(=[O:3])[CH3:2], predict the reactants needed to synthesize it. The reactants are: [C:1]([O:4][C@H:5]1[C@@H:9]([O:10][C:11](=[O:13])[CH3:12])[C@H:8]([N:14]2[CH:22]=[N:21][C:20]3[C:15]2=[N:16][C:17]([Cl:34])=[N:18][C:19]=3[NH:23][CH2:24][CH2:25][NH:26]C(OC(C)(C)C)=O)[O:7][C@@H:6]1[CH2:35][S:36][CH2:37][CH2:38][CH:39]([NH:44][C:45]([O:47][CH2:48][CH:49]1[C:61]2[CH:60]=[CH:59][CH:58]=[CH:57][C:56]=2[C:55]2[C:50]1=[CH:51][CH:52]=[CH:53][CH:54]=2)=[O:46])[C:40]([O:42][CH3:43])=[O:41])(=[O:3])[CH3:2].FC(F)(F)C(O)=O. (4) Given the product [C:1]([CH2:5][CH2:6][C:7]([NH:10][C:11]1[CH:12]=[CH:13][C:14]([C:17](=[O:24])[CH2:18][CH2:19][C:20]([OH:22])=[O:21])=[CH:15][CH:16]=1)=[O:8])([OH:3])=[O:2], predict the reactants needed to synthesize it. The reactants are: [C:1]([CH2:5][CH2:6][C:7](Cl)=[O:8])([O:3]C)=[O:2].[NH2:10][C:11]1[CH:16]=[CH:15][C:14]([C:17](=[O:24])[CH2:18][CH2:19][C:20]([O:22]C)=[O:21])=[CH:13][CH:12]=1.